This data is from Full USPTO retrosynthesis dataset with 1.9M reactions from patents (1976-2016). The task is: Predict the reactants needed to synthesize the given product. (1) Given the product [OH:31][C@@:24]1([C:22]#[C:23][C:2]2[CH:3]=[C:4]([N:8]3[C:12]4[C:13](=[O:16])[NH:14][CH2:15][C:11]=4[C:10]([C:17]([O:19][CH2:20][CH3:21])=[O:18])=[N:9]3)[CH:5]=[CH:6][CH:7]=2)[CH2:28][CH2:27][N:26]([CH3:29])[C:25]1=[O:30], predict the reactants needed to synthesize it. The reactants are: Br[C:2]1[CH:3]=[C:4]([N:8]2[C:12]3[C:13](=[O:16])[NH:14][CH2:15][C:11]=3[C:10]([C:17]([O:19][CH2:20][CH3:21])=[O:18])=[N:9]2)[CH:5]=[CH:6][CH:7]=1.[C:22]([C@:24]1([OH:31])[CH2:28][CH2:27][N:26]([CH3:29])[C:25]1=[O:30])#[CH:23]. (2) Given the product [N+:32](=[CH:31][C:2]([CH:4]1[CH2:9][CH2:8][N:7]([C:10]([O:12][CH2:13][CH:14]2[C:26]3[CH:25]=[CH:24][CH:23]=[CH:22][C:21]=3[C:20]3[C:15]2=[CH:16][CH:17]=[CH:18][CH:19]=3)=[O:11])[CH2:6][CH2:5]1)=[O:3])=[N-:33], predict the reactants needed to synthesize it. The reactants are: Cl[C:2]([CH:4]1[CH2:9][CH2:8][N:7]([C:10]([O:12][CH2:13][CH:14]2[C:26]3[CH:25]=[CH:24][CH:23]=[CH:22][C:21]=3[C:20]3[C:15]2=[CH:16][CH:17]=[CH:18][CH:19]=3)=[O:11])[CH2:6][CH2:5]1)=[O:3].[Si]([CH:31]=[N+:32]=[N-:33])(C)(C)C. (3) Given the product [NH:8]1[CH2:9][CH2:10][CH:11]([NH:14][C:15]([N:17]2[C@@:21]([C:23]3[CH:28]=[CH:27][C:26]([Cl:29])=[CH:25][CH:24]=3)([CH3:22])[C@@:20]([C:31]3[CH:36]=[CH:35][C:34]([Cl:37])=[CH:33][CH:32]=3)([CH3:30])[N:19]=[C:18]2[C:38]2[CH:39]=[N:40][C:41]([C:47]([CH3:48])([CH3:50])[CH3:49])=[CH:42][C:43]=2[O:44][CH2:45][CH3:46])=[O:16])[CH2:12][CH2:13]1, predict the reactants needed to synthesize it. The reactants are: C(OC([N:8]1[CH2:13][CH2:12][CH:11]([NH:14][C:15]([N:17]2[C@@:21]([C:23]3[CH:28]=[CH:27][C:26]([Cl:29])=[CH:25][CH:24]=3)([CH3:22])[C@@:20]([C:31]3[CH:36]=[CH:35][C:34]([Cl:37])=[CH:33][CH:32]=3)([CH3:30])[N:19]=[C:18]2[C:38]2[CH:39]=[N:40][C:41]([C:47]([CH3:50])([CH3:49])[CH3:48])=[CH:42][C:43]=2[O:44][CH2:45][CH3:46])=[O:16])[CH2:10][CH2:9]1)=O)(C)(C)C.FC(F)(F)C(O)=O. (4) Given the product [CH3:11][O:12][C:13]1[CH:19]=[C:18]([O:20][CH3:21])[C:17]([C:22]([F:24])([F:23])[F:25])=[CH:16][C:14]=1[NH:15][C:8]([NH:7][C:4]1[CH:5]=[CH:6][C:1]([CH3:10])=[CH:2][CH:3]=1)=[O:9], predict the reactants needed to synthesize it. The reactants are: [C:1]1([CH3:10])[CH:6]=[CH:5][C:4]([N:7]=[C:8]=[O:9])=[CH:3][CH:2]=1.[CH3:11][O:12][C:13]1[CH:19]=[C:18]([O:20][CH3:21])[C:17]([C:22]([F:25])([F:24])[F:23])=[CH:16][C:14]=1[NH2:15]. (5) Given the product [NH:20]1[C:1]([C:3]2[CH:19]=[CH:18][C:6]([O:7][C:8]3[CH:9]=[CH:10][C:11]4[B:15]([OH:16])[O:14][CH2:13][C:12]=4[CH:17]=3)=[CH:5][CH:4]=2)=[N:2][N:22]=[N:21]1.[OH:16][B:15]1[C:11]2[CH:10]=[CH:9][C:8]([O:7][C:6]3[CH:18]=[CH:19][C:31]([N:28]4[CH:27]=[N:22][N:21]=[N:20]4)=[CH:4][CH:5]=3)=[CH:17][C:12]=2[CH2:13][O:14]1, predict the reactants needed to synthesize it. The reactants are: [C:1]([C:3]1[CH:19]=[CH:18][C:6]([O:7][C:8]2[CH:9]=[CH:10][C:11]3[B:15]([OH:16])[O:14][CH2:13][C:12]=3[CH:17]=2)=[CH:5][CH:4]=1)#[N:2].[N-:20]=[N+:21]=[N-:22].[Na+].[Cl-].[NH4+].O.[CH3:27][N:28]([CH3:31])C=O. (6) Given the product [CH3:25][C:26]1([CH3:42])[C:30]([CH3:32])([CH3:31])[O:29][B:28]([C:2]2[CH:7]=[CH:6][C:5]([C:8]3[NH:9][C:10]([C@@H:13]4[CH2:17][CH2:16][CH2:15][N:14]4[C:18]([O:20][C:21]([CH3:24])([CH3:23])[CH3:22])=[O:19])=[N:11][N:12]=3)=[CH:4][CH:3]=2)[O:27]1, predict the reactants needed to synthesize it. The reactants are: Br[C:2]1[CH:7]=[CH:6][C:5]([C:8]2[NH:9][C:10]([C@@H:13]3[CH2:17][CH2:16][CH2:15][N:14]3[C:18]([O:20][C:21]([CH3:24])([CH3:23])[CH3:22])=[O:19])=[N:11][N:12]=2)=[CH:4][CH:3]=1.[CH3:25][C:26]1([CH3:42])[C:30]([CH3:32])([CH3:31])[O:29][B:28]([B:28]2[O:29][C:30]([CH3:32])([CH3:31])[C:26]([CH3:42])([CH3:25])[O:27]2)[O:27]1.C([O-])(=O)C.[K+].